Dataset: Catalyst prediction with 721,799 reactions and 888 catalyst types from USPTO. Task: Predict which catalyst facilitates the given reaction. (1) Reactant: [CH3:1][O:2][C:3]1[C:8]([O:9][CH3:10])=[C:7]([OH:11])[C:6]([CH3:12])=[C:5]([Br:13])[N:4]=1.[Si:14](Cl)([C:17]([CH3:20])([CH3:19])[CH3:18])([CH3:16])[CH3:15].N1C=CN=C1. Product: [CH3:1][O:2][C:3]1[C:8]([O:9][CH3:10])=[C:7]([O:11][Si:14]([C:17]([CH3:20])([CH3:19])[CH3:18])([CH3:16])[CH3:15])[C:6]([CH3:12])=[C:5]([Br:13])[N:4]=1. The catalyst class is: 3. (2) Reactant: [CH2:1]([C:3]1[S:7][C:6]([CH3:8])=[N:5][CH:4]=1)[CH3:2].C([Li])CCC.[C:14](OCC)(=[O:16])[CH3:15]. Product: [CH2:1]([C:3]1[S:7][C:6]([CH2:8][C:14]([CH3:15])=[O:16])=[N:5][CH:4]=1)[CH3:2]. The catalyst class is: 1. (3) Reactant: Cl.[NH2:2][OH:3].C([O-])(=O)C.[Na+].[F:9][C:10]1[CH:11]=[C:12]([CH2:19][C:20]([C:22]2[CH:27]=[CH:26][CH:25]=[CH:24][CH:23]=2)=O)[CH:13]=[C:14]([F:18])[C:15]=1[S:16][CH3:17]. Product: [F:9][C:10]1[CH:11]=[C:12]([CH2:19][C:20]([C:22]2[CH:27]=[CH:26][CH:25]=[CH:24][CH:23]=2)=[N:2][OH:3])[CH:13]=[C:14]([F:18])[C:15]=1[S:16][CH3:17]. The catalyst class is: 40. (4) Reactant: [CH2:1]([O:8][C@H:9]1[C@H:14]([O:15][CH2:16][C:17]2[CH:22]=[CH:21][CH:20]=[CH:19][CH:18]=2)[C@@H:13]([O:23][CH2:24][C:25]2[CH:30]=[CH:29][CH:28]=[CH:27][CH:26]=2)[C@@:12]([C:33]2[CH:38]=[CH:37][C:36]([Cl:39])=[C:35]([CH2:40][C:41]3[CH:46]=[CH:45][C:44]([O:47][CH2:48][CH:49]([F:51])[F:50])=[CH:43][CH:42]=3)[CH:34]=2)([O:31][CH3:32])[O:11][C@@H:10]1[CH2:52][O:53][Si](C(C)(C)C)(C)C)[C:2]1[CH:7]=[CH:6][CH:5]=[CH:4][CH:3]=1.C(Cl)(=O)C. Product: [CH2:1]([O:8][C@H:9]1[C@H:14]([O:15][CH2:16][C:17]2[CH:18]=[CH:19][CH:20]=[CH:21][CH:22]=2)[C@@H:13]([O:23][CH2:24][C:25]2[CH:30]=[CH:29][CH:28]=[CH:27][CH:26]=2)[C@@:12]([C:33]2[CH:38]=[CH:37][C:36]([Cl:39])=[C:35]([CH2:40][C:41]3[CH:46]=[CH:45][C:44]([O:47][CH2:48][CH:49]([F:50])[F:51])=[CH:43][CH:42]=3)[CH:34]=2)([O:31][CH3:32])[O:11][C@@H:10]1[CH2:52][OH:53])[C:2]1[CH:3]=[CH:4][CH:5]=[CH:6][CH:7]=1. The catalyst class is: 5. (5) Reactant: [NH2:1][C:2]1[C:7](Br)=[CH:6][N:5]=[C:4]([Cl:9])[CH:3]=1.[CH3:10][O:11][C:12]1[CH:13]=[C:14](B(O)O)[CH:15]=[N:16][CH:17]=1.C1(P(C2CCCCC2)C2CCCCC2)CCCCC1.[O-]P([O-])([O-])=O.[K+].[K+].[K+]. The catalyst class is: 62. Product: [Cl:9][C:4]1[N:5]=[CH:6][C:7]([C:14]2[CH:15]=[N:16][CH:17]=[C:12]([O:11][CH3:10])[CH:13]=2)=[C:2]([NH2:1])[CH:3]=1. (6) Reactant: [CH2:1]([O:3][C:4](=[O:24])[CH:5]([S:13]([C:16]1[CH:21]=[CH:20][C:19]([O:22][CH3:23])=[CH:18][CH:17]=1)(=[O:15])=[O:14])[CH2:6][C:7]1[CH:12]=[CH:11][CH:10]=[CH:9][CH:8]=1)[CH3:2].CI.[CH2:27]1OCCOCCOCCOCCOCCOC1. Product: [CH2:1]([O:3][C:4](=[O:24])[C:5]([S:13]([C:16]1[CH:17]=[CH:18][C:19]([O:22][CH3:23])=[CH:20][CH:21]=1)(=[O:14])=[O:15])([CH3:27])[CH2:6][C:7]1[CH:8]=[CH:9][CH:10]=[CH:11][CH:12]=1)[CH3:2]. The catalyst class is: 21. (7) Reactant: [Br:1][CH2:2][C:3]([C:5]1[CH:9]=[CH:8][S:7][CH:6]=1)=[O:4].[S:10]1[CH:14]=[C:13]([CH:15]([NH:27][C:28]2[CH:33]=[CH:32][CH:31]=[CH:30][CH:29]=2)[C:16]([O:18][C@@H:19]2[CH:24]3[CH2:25][CH2:26][N:21]([CH2:22][CH2:23]3)[CH2:20]2)=[O:17])[C:12]2[CH:34]=[CH:35][CH:36]=[CH:37][C:11]1=2. Product: [Br-:1].[S:10]1[CH:14]=[C:13]([CH:15]([NH:27][C:28]2[CH:33]=[CH:32][CH:31]=[CH:30][CH:29]=2)[C:16]([O:18][C@@H:19]2[CH:24]3[CH2:25][CH2:26][N+:21]([CH2:2][C:3](=[O:4])[C:5]4[CH:9]=[CH:8][S:7][CH:6]=4)([CH2:22][CH2:23]3)[CH2:20]2)=[O:17])[C:12]2[CH:34]=[CH:35][CH:36]=[CH:37][C:11]1=2. The catalyst class is: 25. (8) Reactant: [F:1][C:2]1[CH:18]=[C:17]([F:19])[CH:16]=[C:15]([F:20])[C:3]=1[CH2:4][O:5][C:6]1[CH:13]=[CH:12][C:11]([Br:14])=[CH:10][C:7]=1[CH:8]=[O:9].C(N(CC)CC)C.[CH:28]([C:30]([CH3:32])=[O:31])=[CH2:29].[Br-].C([N+]1C(CC)=C(CCO)SC=1)C. Product: [Br:14][C:11]1[CH:12]=[CH:13][C:6]([O:5][CH2:4][C:3]2[C:2]([F:1])=[CH:18][C:17]([F:19])=[CH:16][C:15]=2[F:20])=[C:7]([C:8](=[O:9])[CH2:29][CH2:28][C:30](=[O:31])[CH3:32])[CH:10]=1. The catalyst class is: 351.